This data is from Forward reaction prediction with 1.9M reactions from USPTO patents (1976-2016). The task is: Predict the product of the given reaction. (1) Given the reactants [O:1]1[CH2:6][CH2:5][N:4]([CH2:7][CH2:8][OH:9])[CH2:3][CH2:2]1.[O:10]1[CH:12]([CH2:13][C:14]([F:26])([F:25])[C:15]([F:24])([F:23])[C:16]([F:22])([F:21])[C:17]([F:20])([F:19])[F:18])[CH2:11]1, predict the reaction product. The product is: [O:1]1[CH2:6][CH2:5][N:4]([CH2:7][CH2:8][O:9][CH2:11][CH:12]([OH:10])[CH2:13][C:14]([F:25])([F:26])[C:15]([F:23])([F:24])[C:16]([F:21])([F:22])[C:17]([F:18])([F:20])[F:19])[CH2:3][CH2:2]1. (2) Given the reactants Cl.[CH3:2][NH2:3].[Cl:4][C:5]1[N:6]([S:19]([C:22]2[CH:23]=[N:24][CH:25]=[CH:26][CH:27]=2)(=[O:21])=[O:20])[C:7]([C:12]2[CH:17]=[CH:16][CH:15]=[CH:14][C:13]=2[F:18])=[CH:8][C:9]=1[CH:10]=[O:11].[C:38]([O:37][BH-]([O:37][C:38](=[O:40])[CH3:39])[O:37][C:38](=[O:40])[CH3:39])(=[O:40])[CH3:39].[Na+].C[OH:43], predict the reaction product. The product is: [C:38]([OH:37])(=[O:40])/[CH:39]=[CH:9]/[C:10]([OH:11])=[O:43].[Cl:4][C:5]1[N:6]([S:19]([C:22]2[CH:23]=[N:24][CH:25]=[CH:26][CH:27]=2)(=[O:21])=[O:20])[C:7]([C:12]2[CH:17]=[CH:16][CH:15]=[CH:14][C:13]=2[F:18])=[CH:8][C:9]=1[CH2:10][NH:3][CH3:2]. (3) Given the reactants [OH:1][C:2]1[CH:10]=[CH:9][CH:8]=[C:7]([CH3:11])[C:3]=1[C:4]([OH:6])=O.C[Li].[CH3:14]COCC, predict the reaction product. The product is: [OH:1][C:2]1[CH:10]=[CH:9][CH:8]=[C:7]([CH3:11])[C:3]=1[C:4](=[O:6])[CH3:14]. (4) Given the reactants [Br:1][C:2]1[CH:10]=[C:9]([CH3:11])[C:8]2[N:7](S(C3C=CC(C)=CC=3)(=O)=O)[CH:6]=[CH:5][C:4]=2[C:3]=1[CH:22]=[O:23].O.[OH-].[K+], predict the reaction product. The product is: [Br:1][C:2]1[CH:10]=[C:9]([CH3:11])[C:8]2[NH:7][CH:6]=[CH:5][C:4]=2[C:3]=1[CH:22]=[O:23]. (5) Given the reactants P(Cl)(Cl)([Cl:3])=O.[F:6][C:7]1[CH:8]=[CH:9][C:10]([CH3:23])=[C:11]([N:13]2[C:17]3[N:18]=[CH:19][NH:20][C:21](=O)[C:16]=3[CH:15]=[N:14]2)[CH:12]=1, predict the reaction product. The product is: [Cl:3][C:21]1[N:20]=[CH:19][N:18]=[C:17]2[N:13]([C:11]3[CH:12]=[C:7]([F:6])[CH:8]=[CH:9][C:10]=3[CH3:23])[N:14]=[CH:15][C:16]=12. (6) The product is: [Br:1][C:2]1[C:6]2=[N:7][CH:8]=[CH:9][CH:10]=[C:5]2[N:4]([C:23]([O:22][C:19]([CH3:21])([CH3:20])[CH3:18])=[O:24])[N:3]=1. Given the reactants [Br:1][C:2]1[C:6]2=[N:7][CH:8]=[CH:9][CH:10]=[C:5]2[NH:4][N:3]=1.CCN(CC)CC.[CH3:18][C:19]([O:22][C:23](O[C:23]([O:22][C:19]([CH3:21])([CH3:20])[CH3:18])=[O:24])=[O:24])([CH3:21])[CH3:20].CCOC(C)=O.O, predict the reaction product. (7) Given the reactants Cl[C:2]1[C:11]2[C:6](=[CH:7][C:8]([O:14][CH2:15][CH2:16][CH2:17][N:18]3[CH2:23][CH2:22][O:21][CH2:20][CH2:19]3)=[C:9]([O:12][CH3:13])[CH:10]=2)[N:5]=[CH:4][N:3]=1.[NH2:24][C:25]1[C:30]2[O:31][CH2:32][O:33][C:29]=2[C:28]([C:34]#[C:35][CH2:36][NH:37][C:38]([NH:40][CH3:41])=[O:39])=[CH:27][C:26]=1[Cl:42].C[Si]([N-][Si](C)(C)C)(C)C.[Na+], predict the reaction product. The product is: [Cl:42][C:26]1[CH:27]=[C:28]([C:34]#[C:35][CH2:36][NH:37][C:38]([NH:40][CH3:41])=[O:39])[C:29]2[O:33][CH2:32][O:31][C:30]=2[C:25]=1[NH:24][C:2]1[C:11]2[C:6](=[CH:7][C:8]([O:14][CH2:15][CH2:16][CH2:17][N:18]3[CH2:23][CH2:22][O:21][CH2:20][CH2:19]3)=[C:9]([O:12][CH3:13])[CH:10]=2)[N:5]=[CH:4][N:3]=1. (8) Given the reactants C([N-]C(C)C)(C)C.[Li+].[CH3:9][O:10][C:11]([C:13]1[C:21]2[CH:20]=[CH:19][S:18][C:17]=2[CH:16]=[CH:15][CH:14]=1)=[O:12].B(OC(C)C)(OC(C)C)OC(C)C.C([O-])([O-])=O.[Na+].[Na+].[Cl:41][C:42]1[N:47]=[C:46](Cl)[CH:45]=[CH:44][N:43]=1, predict the reaction product. The product is: [CH3:9][O:10][C:11]([C:13]1[C:21]2[CH:20]=[C:19]([C:44]3[CH:45]=[CH:46][N:47]=[C:42]([Cl:41])[N:43]=3)[S:18][C:17]=2[CH:16]=[CH:15][CH:14]=1)=[O:12]. (9) Given the reactants [Cl:1][C:2]1[C:7]([O:8][CH3:9])=[CH:6][C:5]([C:10]2[CH:15]=[C:14]([CH2:16]O)[CH:13]=[CH:12][N:11]=2)=[CH:4][C:3]=1[O:18][CH3:19].C(Cl)(Cl)[Cl:21], predict the reaction product. The product is: [Cl:1][C:2]1[C:7]([O:8][CH3:9])=[CH:6][C:5]([C:10]2[CH:15]=[C:14]([CH2:16][Cl:21])[CH:13]=[CH:12][N:11]=2)=[CH:4][C:3]=1[O:18][CH3:19].